From a dataset of Reaction yield outcomes from USPTO patents with 853,638 reactions. Predict the reaction yield, written as a fraction of the theoretical maximum amount of product (1.0 means a 100% yield; for example, 0.34 means a 34% yield). The reactants are [CH3:1][C:2]1[N:3]=[CH:4][NH:5][C:6]=1[CH:7]=[O:8].I[CH:10]([CH3:12])[CH3:11].O. The catalyst is C1COCC1. The product is [CH3:1][C:2]1[N:3]=[CH:4][N:5]([CH:10]([CH3:12])[CH3:11])[C:6]=1[CH:7]=[O:8]. The yield is 0.100.